Dataset: CYP2C19 inhibition data for predicting drug metabolism from PubChem BioAssay. Task: Regression/Classification. Given a drug SMILES string, predict its absorption, distribution, metabolism, or excretion properties. Task type varies by dataset: regression for continuous measurements (e.g., permeability, clearance, half-life) or binary classification for categorical outcomes (e.g., BBB penetration, CYP inhibition). Dataset: cyp2c19_veith. (1) The drug is Cc1ccccc1N1C(=O)c2cc(S(N)(=O)=O)c(Cl)cc2N[C@H]1C. The result is 0 (non-inhibitor). (2) The compound is NC(=O)CS(=O)C[C@H](N)C(=O)O. The result is 0 (non-inhibitor). (3) The drug is FC(F)(F)c1ccccc1-c1nc(N2CCNCC2)c2ccccc2n1. The result is 0 (non-inhibitor). (4) The compound is CC(C)c1ccc(/C=N/NC(=O)CN(c2cccc(Cl)c2Cl)S(C)(=O)=O)cc1. The result is 1 (inhibitor).